This data is from NCI-60 drug combinations with 297,098 pairs across 59 cell lines. The task is: Regression. Given two drug SMILES strings and cell line genomic features, predict the synergy score measuring deviation from expected non-interaction effect. (1) Drug 1: C1C(C(OC1N2C=C(C(=O)NC2=O)F)CO)O. Drug 2: CCN(CC)CCCC(C)NC1=C2C=C(C=CC2=NC3=C1C=CC(=C3)Cl)OC. Cell line: MDA-MB-435. Synergy scores: CSS=5.04, Synergy_ZIP=-2.76, Synergy_Bliss=1.43, Synergy_Loewe=0.780, Synergy_HSA=1.52. (2) Drug 1: CN(C)N=NC1=C(NC=N1)C(=O)N. Drug 2: C1=NC2=C(N1)C(=S)N=CN2. Cell line: SK-MEL-2. Synergy scores: CSS=-8.44, Synergy_ZIP=4.08, Synergy_Bliss=-1.87, Synergy_Loewe=-5.96, Synergy_HSA=-6.55. (3) Drug 1: C(=O)(N)NO. Drug 2: CS(=O)(=O)OCCCCOS(=O)(=O)C. Cell line: PC-3. Synergy scores: CSS=2.16, Synergy_ZIP=-1.35, Synergy_Bliss=0.163, Synergy_Loewe=-2.53, Synergy_HSA=-0.968. (4) Drug 1: C1CCC(C1)C(CC#N)N2C=C(C=N2)C3=C4C=CNC4=NC=N3. Drug 2: CCC1=CC2CC(C3=C(CN(C2)C1)C4=CC=CC=C4N3)(C5=C(C=C6C(=C5)C78CCN9C7C(C=CC9)(C(C(C8N6C)(C(=O)OC)O)OC(=O)C)CC)OC)C(=O)OC.C(C(C(=O)O)O)(C(=O)O)O. Cell line: SK-MEL-5. Synergy scores: CSS=21.2, Synergy_ZIP=10.7, Synergy_Bliss=6.67, Synergy_Loewe=-43.4, Synergy_HSA=-7.20. (5) Drug 1: CN(C)C1=NC(=NC(=N1)N(C)C)N(C)C. Drug 2: C1=CC(=CC=C1CCCC(=O)O)N(CCCl)CCCl. Cell line: HT29. Synergy scores: CSS=29.9, Synergy_ZIP=3.69, Synergy_Bliss=6.38, Synergy_Loewe=-11.5, Synergy_HSA=1.06. (6) Drug 1: C1CCC(CC1)NC(=O)N(CCCl)N=O. Drug 2: CC1=C(C(CCC1)(C)C)C=CC(=CC=CC(=CC(=O)O)C)C. Cell line: SK-MEL-5. Synergy scores: CSS=7.92, Synergy_ZIP=-0.914, Synergy_Bliss=5.25, Synergy_Loewe=1.79, Synergy_HSA=1.59.